This data is from Full USPTO retrosynthesis dataset with 1.9M reactions from patents (1976-2016). The task is: Predict the reactants needed to synthesize the given product. (1) Given the product [Br:1][C:2]1[CH:6]=[C:5]([C:7]([NH:8][C:9]2[C:10]([C:11]([NH2:29])=[O:13])=[CH:14][C:15]([C:19]#[N:20])=[CH:16][C:17]=2[CH3:18])=[O:12])[N:4]([C:21]2[C:26]([Cl:27])=[CH:25][CH:24]=[CH:23][N:22]=2)[N:3]=1, predict the reactants needed to synthesize it. The reactants are: [Br:1][C:2]1[CH:6]=[C:5]([C:7]2[O:12][C:11](=[O:13])[C:10]3[CH:14]=[C:15]([C:19]#[N:20])[CH:16]=[C:17]([CH3:18])[C:9]=3[N:8]=2)[N:4]([C:21]2[C:26]([Cl:27])=[CH:25][CH:24]=[CH:23][N:22]=2)[N:3]=1.[OH-].[NH4+:29]. (2) Given the product [CH3:1][C:2]1[O:6][C:5]([C:7]2[N:12]=[C:11]([NH2:13])[N:10]=[C:9]([NH2:14])[C:8]=2[NH2:15])=[CH:4][CH:3]=1, predict the reactants needed to synthesize it. The reactants are: [CH3:1][C:2]1[O:6][C:5]([C:7]2[N:12]=[C:11]([NH2:13])[N:10]=[C:9]([NH2:14])[C:8]=2[N+:15]([O-])=O)=[CH:4][CH:3]=1.